This data is from Experimentally validated miRNA-target interactions with 360,000+ pairs, plus equal number of negative samples. The task is: Binary Classification. Given a miRNA mature sequence and a target amino acid sequence, predict their likelihood of interaction. (1) Result: 0 (no interaction). The protein sequence of the target gene is MPSARFGRRGIVLLTLGLVGPCGVGGAAAGSSTGIMALRFLLGFLLAGVDLGVYLMRLELCDPTQRLRVALAGELVGVGGHFLFLGLALVSKDWRFLQRMITAPCILFLFYGWPGLFLESARWLIVKRQIEEAQSVLRILAERNRPHGQMLGEEAQEALQELENTCPLPATSTFSFASLLNYRNIWKNLLILGFTNFIAHAIRHCYQPVGGGGSPSDFYLCSLLASGTAALACVFLGVTVDRFGRRGILLLSMTLTGIASLVLLGLWDYLNDAAITTFSVLGLFSSQASAILSTLLASEV.... The miRNA is hsa-miR-26a-2-3p with sequence CCUAUUCUUGAUUACUUGUUUC. (2) The miRNA is hsa-miR-6823-5p with sequence UCAGGGUUGGUAGGGGUUGCU. The protein sequence of the target gene is MGKLRRRYNIKGRQQAGPGPSKGPPEPPPVQLELEDKDTLKGVDASNALVLPGKKKKKTKAPPLSKKEKKPLTKKEKKVLQKILEQKEKKSQRAEMLQKLSEVQASEAEMRLFYTTSKLGTGNRMYHTKEKADEVVAPGQEKISSLSGAHRKRRRWPSAEEEEEEEEESESELEEESELDEDPAAEPAEAGVGTTVAPLPPAPAPSSQPVPAGMTVPPPPAAAPPLPRALAKPAVFIPVNRSPEMQEERLKLPILSEEQVIMEAVAEHPIVIVCGETGSGKTTQVPQFLYEAGFSSEDSI.... Result: 0 (no interaction). (3) The miRNA is hsa-miR-4446-5p with sequence AUUUCCCUGCCAUUCCCUUGGC. The protein sequence of the target gene is MSSRSTWALLRLPLPLIRICSGKWGLRLQEKPALLFPGMAASTVQVAGRKDYPALLPLNESELEEQFVKGHGPGGQATNKTSNCVVLKHVPSGIVVKCHQTRSVDQNRKIARKVLQEKVDVFYNGENSPVHKEKLEAERRKRERKKRAKETLEKKKLLKELREASQNITEKKADADGIPRGFQE. Result: 0 (no interaction). (4) The miRNA is hsa-miR-4659a-3p with sequence UUUCUUCUUAGACAUGGCAACG. The protein sequence of the target gene is MLTVALLALLCASASGNAIQARSSSYSGEYGGGGGKRFSHSGNQLDGPITALRVRVNTYYIVGLQVRYGKVWSDYVGGRNGDLEEIFLHPGESVIQVSGKYKWYLKKLLFVTDKGRYLSFGKDSGTSFNAVPLHPNTVLRFISGRSGSLIDAIGLHWDVYPSSCSRC. Result: 1 (interaction). (5) The miRNA is mmu-miR-1897-5p with sequence CUUUGGAUGGAGAAAGAGGGGG. The protein sequence of the target gene is MTENMKECLAHTKAAVGDMVTVVKTEVCSPLRDQEYGQPCSRRLEPSSMEVEPKKLKGKRDLIVTKSFQQVDFWFCESCQEYFVDECPNHGPPVFVSDTPVPVGIPDRAALTIPQGMEVVKDAGGESDVRCINEVIPKGHIFGPYEGQISTQDKSAGFFSWLIVDKNNRYKSIDGSDETKANWMRYVVISREEREQNLLAFQHSERIYFRACRDIRPGERLRVWYSEDYMKRLHSMSQETIHRNLARGEKRLQREKAEQALENPEDLRGPTQFPVLKQGRSPYKRSFDEGDIHPQAKKKK.... Result: 0 (no interaction). (6) The miRNA is hsa-let-7a-5p with sequence UGAGGUAGUAGGUUGUAUAGUU. The protein sequence of the target gene is MMFRDQVGVLAGWFKGWNECEQTVALLSLLKRVSQTQARFLQLCLEHSLADCAELHVLEGEANSPGIINQWQQESKDKVISLLLTHLPLLKPGNLDAKAEYMKLLPKILAHSIEHNQHIEESRQLLSYALIHPATSLEDRSALAMWLNHLEDRTSTSFGSQNRGRSDSVDYGQTHYYHQRQNSDDKLNGWQNSRDSGICISASNWQDKSLGCENGHVPLYSSSSVPATINTIGTGASTILSGQAHHSPLKRSVSLTPPMNVPNQPLGHGWMSHEDLRARGPQCLPSDHAPLSPQSSVASS.... Result: 0 (no interaction). (7) The miRNA is hsa-miR-6820-3p with sequence UGUGACUUCUCCCCUGCCACAG. The protein sequence of the target gene is MAMSSFLINSNYVDPKFPPCEEYSQSDYLPSDHSPGYYAGGQRRESGFQPEAAFGRRAPCTVQRYAACRDPGPPPPPPPPPPPPPPGLSPRAPVQPTAGALLPEPGQRSEAVSSSPPPPPCAQNPLHPSPSHSACKEPVVYPWMRKVHVSTVNPNYAGGEPKRSRTAYTRQQVLELEKEFHYNRYLTRRRRVEIAHALCLSERQIKIWFQNRRMKWKKDHKLPNTKIRSGGTAGAAGGPPGRPNGGPPAL. Result: 0 (no interaction). (8) The miRNA is hsa-miR-199a-3p with sequence ACAGUAGUCUGCACAUUGGUUA. The protein sequence of the target gene is MARRWSTKESQRRGSAWLLLFLAGVYGNGALAELSENVHISGVSTACGESPEQIRAPSGIITSPGWPSDYPAQVNCSWLIRANPGEIITISFQDFDIQGSRRCTLDWLTIETYKNIESYRACGSTIPPPYISSQDHVWIRFHSDDSVSRKGFRLAYFSGKSEQPDCACDQFRCGNGKCIPEAWKCNSMDECGDSSDEEVCASDAHPPTTTAFQPCAYNQFQCLSRFTKVYTCLPESLKCDGNIDCLDLGDEIDCDMPTCGQWLKYFYGTFNSPNYPDFYPPGSNCTWLIDTGDHRKVILR.... Result: 0 (no interaction). (9) The miRNA is dme-miR-286-3p with sequence UGACUAGACCGAACACUCGUGCU. The protein sequence of the target gene is MEVVEVESPLNPSCKIMTFRPSMEEFREFNKYLAYMESKGAHRAGLAKVIPPKEWKPRQCYDDIDNLLIPAPIQQMVTGQSGLFTQYNIQKKAMTVKEFRQLANSSKYCTPRYLDYEDLERKYWKNLTFVAPIYGADINGSIYDEGVDEWNIARLNTVLDVVEEECGISIEGVNTPYLYFGMWKTTFAWHTEDMDLYSINYLHFGEPKSWYAIPPEHGKRLERLAQGFFPSSSQGCDAFLRHKMTLISPSVLKKYGIPFDKITQEAGEFMITFPYGYHAGFNHGFNCAESTNFATVRWID.... Result: 0 (no interaction). (10) The miRNA is hsa-miR-6716-5p with sequence UGGGAAUGGGGGUAAGGGCC. The protein sequence of the target gene is MDNLTKVREYLKSYSRLDQAVGEIDEIEAQRAEKSNYELFQEDGVEEHTKPSYFQAADDSDTESEPEIEDNQGLYAQDPEAEQVEGFIQGPLDDYADEEVDVVFTSDWKPPELESDEHGKTLRLTSPEGLSGEQKSQWLSTIKAVVQSAKYWNLAECTFEASGEGVIMKERQITPDVYKVTPVMNTHPSQSEAVSDVWSLSKTSMTFQPKKASLQPLTISLDELFSSRGEFISVGGDGRMSHKEAILLGLRYKKLYNQARVKYSL. Result: 0 (no interaction).